This data is from NCI-60 drug combinations with 297,098 pairs across 59 cell lines. The task is: Regression. Given two drug SMILES strings and cell line genomic features, predict the synergy score measuring deviation from expected non-interaction effect. (1) Drug 1: C1=CC(=CC=C1C#N)C(C2=CC=C(C=C2)C#N)N3C=NC=N3. Drug 2: CN(CCCl)CCCl.Cl. Cell line: MDA-MB-231. Synergy scores: CSS=10.4, Synergy_ZIP=0.923, Synergy_Bliss=-1.23, Synergy_Loewe=-2.01, Synergy_HSA=-1.20. (2) Drug 1: C1C(C(OC1N2C=NC3=C(N=C(N=C32)Cl)N)CO)O. Drug 2: CS(=O)(=O)CCNCC1=CC=C(O1)C2=CC3=C(C=C2)N=CN=C3NC4=CC(=C(C=C4)OCC5=CC(=CC=C5)F)Cl. Cell line: LOX IMVI. Synergy scores: CSS=14.0, Synergy_ZIP=-1.38, Synergy_Bliss=1.74, Synergy_Loewe=-11.2, Synergy_HSA=-5.16. (3) Drug 1: CC1C(C(CC(O1)OC2CC(CC3=C2C(=C4C(=C3O)C(=O)C5=C(C4=O)C(=CC=C5)OC)O)(C(=O)C)O)N)O.Cl. Drug 2: CC(C)NC(=O)C1=CC=C(C=C1)CNNC.Cl. Cell line: SN12C. Synergy scores: CSS=16.3, Synergy_ZIP=-5.21, Synergy_Bliss=-2.50, Synergy_Loewe=-20.3, Synergy_HSA=-2.28. (4) Cell line: 786-0. Synergy scores: CSS=12.7, Synergy_ZIP=-4.12, Synergy_Bliss=0.0168, Synergy_Loewe=1.62, Synergy_HSA=2.66. Drug 2: C(CCl)NC(=O)N(CCCl)N=O. Drug 1: C1CN1P(=S)(N2CC2)N3CC3. (5) Drug 1: CC(C1=C(C=CC(=C1Cl)F)Cl)OC2=C(N=CC(=C2)C3=CN(N=C3)C4CCNCC4)N. Drug 2: CCC1(CC2CC(C3=C(CCN(C2)C1)C4=CC=CC=C4N3)(C5=C(C=C6C(=C5)C78CCN9C7C(C=CC9)(C(C(C8N6C)(C(=O)OC)O)OC(=O)C)CC)OC)C(=O)OC)O.OS(=O)(=O)O. Cell line: HOP-92. Synergy scores: CSS=26.3, Synergy_ZIP=-7.16, Synergy_Bliss=-1.30, Synergy_Loewe=-50.6, Synergy_HSA=-0.0127. (6) Drug 1: CN(CCCl)CCCl.Cl. Drug 2: C1C(C(OC1N2C=NC3=C2NC=NCC3O)CO)O. Cell line: SF-295. Synergy scores: CSS=13.6, Synergy_ZIP=-5.15, Synergy_Bliss=-2.90, Synergy_Loewe=-10.9, Synergy_HSA=-2.68. (7) Cell line: SK-OV-3. Drug 1: CCN(CC)CCNC(=O)C1=C(NC(=C1C)C=C2C3=C(C=CC(=C3)F)NC2=O)C. Drug 2: CC(C)CN1C=NC2=C1C3=CC=CC=C3N=C2N. Synergy scores: CSS=-2.51, Synergy_ZIP=0.522, Synergy_Bliss=-2.65, Synergy_Loewe=-0.589, Synergy_HSA=-3.95. (8) Drug 1: CC1OCC2C(O1)C(C(C(O2)OC3C4COC(=O)C4C(C5=CC6=C(C=C35)OCO6)C7=CC(=C(C(=C7)OC)O)OC)O)O. Drug 2: C1=CC=C(C=C1)NC(=O)CCCCCCC(=O)NO. Cell line: BT-549. Synergy scores: CSS=31.8, Synergy_ZIP=1.84, Synergy_Bliss=1.08, Synergy_Loewe=-3.97, Synergy_HSA=1.54.